Dataset: Catalyst prediction with 721,799 reactions and 888 catalyst types from USPTO. Task: Predict which catalyst facilitates the given reaction. (1) Reactant: [Br:1][C:2]1[C:3]2[CH:24]=[C:23]([Cl:25])[CH:22]=[CH:21][C:4]=2[C:5]([CH:14]2[CH2:19][CH2:18][N:17]([CH3:20])[CH2:16][CH2:15]2)(O)[C:6]2[CH:12]=[CH:11][CH:10]=[CH:9][C:7]=2[CH:8]=1.C(OC(=O)C)(=O)C. Product: [Br:1][C:2]1[C:3]2[CH:24]=[C:23]([Cl:25])[CH:22]=[CH:21][C:4]=2[C:5](=[C:14]2[CH2:15][CH2:16][N:17]([CH3:20])[CH2:18][CH2:19]2)[C:6]2[CH:12]=[CH:11][CH:10]=[CH:9][C:7]=2[CH:8]=1. The catalyst class is: 15. (2) Reactant: [C:1]([O:6][CH2:7]Cl)(=[O:5])[C:2]([CH3:4])=[CH2:3].[OH:9][CH2:10][CH2:11][C:12]([F:21])([F:20])[C:13]([F:19])([F:18])[S:14]([O-:17])(=[O:16])=[O:15].[C:22]1([S+:28]([C:35]2[CH:40]=[CH:39][CH:38]=[CH:37][CH:36]=2)[C:29]2[CH:34]=[CH:33][CH:32]=[CH:31][CH:30]=2)[CH:27]=[CH:26][CH:25]=[CH:24][CH:23]=1.C(N(C(C)C)CC)(C)C. Product: [C:1]([O:6][CH2:7][O:9][CH2:10][CH2:11][C:12]([F:21])([F:20])[C:13]([F:18])([F:19])[S:14]([O-:17])(=[O:15])=[O:16])(=[O:5])[C:2]([CH3:4])=[CH2:3].[C:35]1([S+:28]([C:22]2[CH:23]=[CH:24][CH:25]=[CH:26][CH:27]=2)[C:29]2[CH:34]=[CH:33][CH:32]=[CH:31][CH:30]=2)[CH:36]=[CH:37][CH:38]=[CH:39][CH:40]=1. The catalyst class is: 4. (3) Product: [C:1]([C:3]1[C:4]([CH:14]2[CH2:17][CH2:16][CH2:15]2)=[CH:5][C:6]([CH3:13])=[C:7]([CH:12]=1)[C:8]([OH:10])=[O:9])(=[O:18])[NH2:2]. Reactant: [C:1]([C:3]1[C:4]([CH:14]2[CH2:17][CH2:16][CH2:15]2)=[CH:5][C:6]([CH3:13])=[C:7]([CH:12]=1)[C:8]([O:10]C)=[O:9])#[N:2].[OH-:18].[Na+]. The catalyst class is: 16. (4) Reactant: Br[C:2]1[C:7]2[O:8][C:9]3[C:14]([Br:15])=[CH:13][CH:12]=[CH:11][C:10]=3[C:6]=2[CH:5]=[CH:4][CH:3]=1.C(OCCCC)CCC.Cl[C:26]1[N:31]=[C:30]([C:32]2[CH:37]=[CH:36][CH:35]=[CH:34][CH:33]=2)[N:29]=[C:28]([C:38]2[CH:43]=[CH:42][CH:41]=[CH:40][CH:39]=2)[N:27]=1. Product: [Br:15][C:14]1[C:9]2[O:8][C:7]3[C:2]([C:26]4[N:31]=[C:30]([C:32]5[CH:37]=[CH:36][CH:35]=[CH:34][CH:33]=5)[N:29]=[C:28]([C:38]5[CH:39]=[CH:40][CH:41]=[CH:42][CH:43]=5)[N:27]=4)=[CH:3][CH:4]=[CH:5][C:6]=3[C:10]=2[CH:11]=[CH:12][CH:13]=1. The catalyst class is: 1. (5) Reactant: [BH4-].[Na+].[C:3]1([N:9]2[C:17]([N:18]=[CH:19][C:20]3[CH:25]=[CH:24][CH:23]=[CH:22][CH:21]=3)=[C:16]3[C:11]([CH:12]=[CH:13][CH:14]=[CH:15]3)=[N:10]2)[CH:8]=[CH:7][CH:6]=[CH:5][CH:4]=1. Product: [CH2:19]([NH:18][C:17]1[N:9]([C:3]2[CH:8]=[CH:7][CH:6]=[CH:5][CH:4]=2)[N:10]=[C:11]2[C:16]=1[CH:15]=[CH:14][CH:13]=[CH:12]2)[C:20]1[CH:21]=[CH:22][CH:23]=[CH:24][CH:25]=1. The catalyst class is: 8. (6) Reactant: [BH4-].[Na+].[CH:3]1[C:8]([CH2:9][C@@H:10]([NH2:14])[C:11](O)=[O:12])=[CH:7][CH:6]=[C:5]([F:15])[CH:4]=1.II.CO. Product: [F:15][C:5]1[CH:4]=[CH:3][C:8]([CH2:9][C@@H:10]([NH2:14])[CH2:11][OH:12])=[CH:7][CH:6]=1. The catalyst class is: 1. (7) Reactant: [OH:1][C:2]1[C:28]([O:29][CH3:30])=[CH:27][C:5]2[NH:6][C:7](=[O:26])[C:8]3[CH:14]=[CH:13][C:12]([C:15]4[CH:20]=[CH:19][C:18]([N+:21]([O-:23])=[O:22])=[C:17]([O:24][CH3:25])[CH:16]=4)=[CH:11][C:9]=3[NH:10][C:4]=2[CH:3]=1.Br[CH2:32][CH:33]1[CH2:38][CH2:37][CH2:36][CH2:35][O:34]1.C([O-])([O-])=O.[K+].[K+].CN(C=O)C. Product: [CH3:30][O:29][C:28]1[C:2]([O:1][CH2:32][CH:33]2[CH2:38][CH2:37][CH2:36][CH2:35][O:34]2)=[CH:3][C:4]2[NH:10][C:9]3[CH:11]=[C:12]([C:15]4[CH:20]=[CH:19][C:18]([N+:21]([O-:23])=[O:22])=[C:17]([O:24][CH3:25])[CH:16]=4)[CH:13]=[CH:14][C:8]=3[C:7](=[O:26])[NH:6][C:5]=2[CH:27]=1. The catalyst class is: 13. (8) Reactant: [CH3:1][O:2][C:3]1[CH:4]=[C:5]2[C:10](=[CH:11][C:12]=1[O:13][CH3:14])[NH:9][C:8](=[O:15])[CH:7]([C:16]([OH:18])=O)[CH2:6]2.[NH2:19][C:20]1[CH:21]=[C:22]([CH:27]=[CH:28][C:29]=1[Cl:30])[C:23]([O:25][CH3:26])=[O:24].C(N(CC)CC)C.CN(C(ON1N=NC2C=CC=NC1=2)=[N+](C)C)C.F[P-](F)(F)(F)(F)F. Product: [CH3:26][O:25][C:23](=[O:24])[C:22]1[CH:27]=[CH:28][C:29]([Cl:30])=[C:20]([NH:19][C:16]([CH:7]2[CH2:6][C:5]3[C:10](=[CH:11][C:12]([O:13][CH3:14])=[C:3]([O:2][CH3:1])[CH:4]=3)[NH:9][C:8]2=[O:15])=[O:18])[CH:21]=1. The catalyst class is: 31. (9) Reactant: [ClH:1].[OH:2][CH2:3][CH2:4][O:5][CH2:6][CH2:7][O:8][CH2:9][CH2:10][NH:11][C:12]([C:14]1[CH:15]=[CH:16][C:17]([CH3:60])=[C:18]([C:20]2[CH:25]=[CH:24][CH:23]=[C:22]([CH2:26][C@H:27]([NH:42][C:43]([C@H:45]3[CH2:50][CH2:49][C@H:48]([CH2:51][NH:52]C(=O)OC(C)(C)C)[CH2:47][CH2:46]3)=[O:44])[C:28](=[O:41])[NH:29][C:30]3[CH:35]=[CH:34][C:33]([C:36]4[NH:40][N:39]=[N:38][N:37]=4)=[CH:32][CH:31]=3)[CH:21]=2)[CH:19]=1)=[O:13].C(#N)C. Product: [ClH:1].[NH2:52][CH2:51][C@H:48]1[CH2:49][CH2:50][C@H:45]([C:43]([NH:42][C@H:27]([C:28](=[O:41])[NH:29][C:30]2[CH:35]=[CH:34][C:33]([C:36]3[NH:40][N:39]=[N:38][N:37]=3)=[CH:32][CH:31]=2)[CH2:26][C:22]2[CH:21]=[C:20]([C:18]3[C:17]([CH3:60])=[CH:16][CH:15]=[C:14]([C:12]([NH:11][CH2:10][CH2:9][O:8][CH2:7][CH2:6][O:5][CH2:4][CH2:3][OH:2])=[O:13])[CH:19]=3)[CH:25]=[CH:24][CH:23]=2)=[O:44])[CH2:46][CH2:47]1. The catalyst class is: 12. (10) Reactant: [CH3:1][CH:2]([CH3:6])[C@H:3]([OH:5])[CH3:4].[H-].[Na+].Cl[C:10]1[CH:11]=[CH:12][C:13]2[CH2:14][N:15]([C:21]([O:23][C:24]([CH3:27])([CH3:26])[CH3:25])=[O:22])[CH2:16][CH2:17][O:18][C:19]=2[N:20]=1.O. Product: [CH3:4][C@@H:3]([O:5][C:10]1[CH:11]=[CH:12][C:13]2[CH2:14][N:15]([C:21]([O:23][C:24]([CH3:27])([CH3:26])[CH3:25])=[O:22])[CH2:16][CH2:17][O:18][C:19]=2[N:20]=1)[CH:2]([CH3:6])[CH3:1]. The catalyst class is: 733.